This data is from Forward reaction prediction with 1.9M reactions from USPTO patents (1976-2016). The task is: Predict the product of the given reaction. (1) Given the reactants CN.[O:3]=[C:4]1[N:8]([C:9]2[CH:14]=[CH:13][C:12]([N:15]3[CH2:20][CH2:19][O:18][CH2:17][C:16]3=[O:21])=[CH:11][CH:10]=2)[CH2:7][C@H:6]([CH2:22][N:23]2C(=O)C3C(=CC=CC=3)C2=O)[O:5]1.[ClH:34], predict the reaction product. The product is: [ClH:34].[NH2:23][CH2:22][C@@H:6]1[O:5][C:4](=[O:3])[N:8]([C:9]2[CH:14]=[CH:13][C:12]([N:15]3[CH2:20][CH2:19][O:18][CH2:17][C:16]3=[O:21])=[CH:11][CH:10]=2)[CH2:7]1. (2) The product is: [C:1]([O:5][C:6]([N:8]1[CH2:16][C@@H:15]2[C@H:10]([O:11][CH2:12][C:13]3[N:14]2[N:17]=[N:18][C:19]=3[C:24]2[CH2:25][CH2:26][O:21][CH2:22][CH:23]=2)[CH2:9]1)=[O:7])([CH3:4])([CH3:3])[CH3:2]. Given the reactants [C:1]([O:5][C:6]([N:8]1[CH2:16][C@@H:15]2[C@H:10]([O:11][CH2:12][C:13]3[N:14]2[N:17]=[N:18][C:19]=3I)[CH2:9]1)=[O:7])([CH3:4])([CH3:3])[CH3:2].[O:21]1[CH2:26][CH:25]=[C:24](B2OC(C)(C)C(C)(C)O2)[CH2:23][CH2:22]1.C([O-])([O-])=O.[K+].[K+].C(COC)OC.CCO.O, predict the reaction product. (3) Given the reactants [S:1]1[CH:5]=[CH:4][CH:3]=[C:2]1NC.[S:8]1[CH2:14][C:12](=[O:13])[NH:11][C:9]1=S.[CH:15]([N:18](CC)C(C)C)(C)C, predict the reaction product. The product is: [S:1]1[CH:5]=[CH:4][CH:3]=[C:2]1[CH2:15][NH:18][C:9]1[S:8][CH2:14][C:12](=[O:13])[N:11]=1. (4) Given the reactants [CH2:1]([C:3]1[CH:8]=[C:7]([O:9][CH3:10])[C:6]([F:11])=[CH:5][C:4]=1[C:12]1[CH:20]=[C:19]2[C:15]([CH:16]=[N:17][NH:18]2)=[CH:14][CH:13]=1)[CH3:2].[OH-].[K+].[I:23]I, predict the reaction product. The product is: [CH2:1]([C:3]1[CH:8]=[C:7]([O:9][CH3:10])[C:6]([F:11])=[CH:5][C:4]=1[C:12]1[CH:20]=[C:19]2[C:15]([C:16]([I:23])=[N:17][NH:18]2)=[CH:14][CH:13]=1)[CH3:2]. (5) Given the reactants [NH2:1][C:2]1[CH:7]=[CH:6][C:5]([CH2:8][CH2:9][NH2:10])=[CH:4][CH:3]=1.[C:11](O[C:11]([O:13][C:14]([CH3:17])([CH3:16])[CH3:15])=[O:12])([O:13][C:14]([CH3:17])([CH3:16])[CH3:15])=[O:12], predict the reaction product. The product is: [NH2:1][C:2]1[CH:7]=[CH:6][C:5]([CH2:8][CH2:9][NH:10][C:11](=[O:12])[O:13][C:14]([CH3:17])([CH3:16])[CH3:15])=[CH:4][CH:3]=1. (6) Given the reactants Cl.[F:2][C:3]1[C:4]([I:18])=[C:5]([NH:10]C(=O)OC(C)(C)C)[C:6]([F:9])=[CH:7][CH:8]=1, predict the reaction product. The product is: [F:2][C:3]1[C:4]([I:18])=[C:5]([C:6]([F:9])=[CH:7][CH:8]=1)[NH2:10]. (7) Given the reactants [Cl:1][C:2]1[CH:3]=[C:4]([CH:27]=[CH:28][CH:29]=1)[O:5][C:6]1[C:11]([O:12][CH2:13][CH2:14][CH2:15][C:16]2[CH:21]=[CH:20][N:19]=[CH:18][C:17]=2[C:22]([O:24]CC)=[O:23])=[CH:10][CH:9]=[CH:8][N:7]=1.[OH-].[Na+], predict the reaction product. The product is: [Cl:1][C:2]1[CH:3]=[C:4]([CH:27]=[CH:28][CH:29]=1)[O:5][C:6]1[C:11]([O:12][CH2:13][CH2:14][CH2:15][C:16]2[CH:21]=[CH:20][N:19]=[CH:18][C:17]=2[C:22]([OH:24])=[O:23])=[CH:10][CH:9]=[CH:8][N:7]=1. (8) Given the reactants [Br:1][C:2]1[C:3](Cl)=[N:4][C:5]([Cl:8])=[N:6][CH:7]=1.C(N(CC)CC)C.[CH:17]1([NH2:22])[CH2:21][CH2:20][CH2:19][CH2:18]1, predict the reaction product. The product is: [Br:1][C:2]1[C:3]([NH:22][CH:17]2[CH2:21][CH2:20][CH2:19][CH2:18]2)=[N:4][C:5]([Cl:8])=[N:6][CH:7]=1. (9) Given the reactants [Cl:1][CH2:2][CH2:3][O:4][CH:5]=[CH2:6].[CH3:7][O:8][SiH:9]([O:12][CH3:13])[O:10][CH3:11], predict the reaction product. The product is: [Cl:1][CH2:2][CH2:3][O:4][CH2:5][CH2:6][Si:9]([O:12][CH3:13])([O:10][CH3:11])[O:8][CH3:7].